This data is from Full USPTO retrosynthesis dataset with 1.9M reactions from patents (1976-2016). The task is: Predict the reactants needed to synthesize the given product. (1) Given the product [C:1]([O:5][C:6]([N:8]1[CH2:12][C@@H:11]([CH2:13][NH:23][CH3:22])[C@H:10]([CH2:15][C:16]2[CH:21]=[CH:20][CH:19]=[CH:18][CH:17]=2)[CH2:9]1)=[O:7])([CH3:4])([CH3:3])[CH3:2], predict the reactants needed to synthesize it. The reactants are: [C:1]([O:5][C:6]([N:8]1[CH2:12][C@@H:11]([CH:13]=O)[C@H:10]([CH2:15][C:16]2[CH:21]=[CH:20][CH:19]=[CH:18][CH:17]=2)[CH2:9]1)=[O:7])([CH3:4])([CH3:3])[CH3:2].[CH3:22][NH2:23].C(O[BH-](OC(=O)C)OC(=O)C)(=O)C.[Na+]. (2) Given the product [OH:8][C:9]1[CH:24]=[CH:23][C:12]([O:13][C:14]2[CH:15]=[C:16]([CH:20]=[CH:21][CH:22]=2)[C:17]([OH:19])=[O:18])=[CH:11][C:10]=1[CH3:25], predict the reactants needed to synthesize it. The reactants are: C([O:8][C:9]1[CH:24]=[CH:23][C:12]([O:13][C:14]2[CH:15]=[C:16]([CH:20]=[CH:21][CH:22]=2)[C:17]([OH:19])=[O:18])=[CH:11][C:10]=1[CH3:25])C1C=CC=CC=1.CCO. (3) The reactants are: Br[C:2]1[C:10]2[C:5](=[N:6][C:7]([CH3:22])=[CH:8][C:9]=2[NH:11][S:12]([C:15]2[CH:20]=[CH:19][CH:18]=[C:17]([Cl:21])[CH:16]=2)(=[O:14])=[O:13])[S:4][C:3]=1[C:23]1[CH:24]=[N:25][N:26](C(OC(C)(C)C)=O)[CH:27]=1.[CH3:35][N:36]([C:38]1[C:39](B(O)O)=[N:40][CH:41]=[CH:42][CH:43]=1)[CH3:37].C(=O)([O-])[O-].[K+].[K+].O1CCOCC1. Given the product [Cl:21][C:17]1[CH:16]=[C:15]([S:12]([NH:11][C:9]2[CH:8]=[C:7]([CH3:22])[N:6]=[C:5]3[S:4][C:3]([C:23]4[CH:27]=[N:26][NH:25][CH:24]=4)=[C:2]([C:42]4[CH:41]=[N:40][CH:39]=[C:38]([N:36]([CH3:37])[CH3:35])[CH:43]=4)[C:10]=23)(=[O:14])=[O:13])[CH:20]=[CH:19][CH:18]=1, predict the reactants needed to synthesize it. (4) Given the product [C:1]([O:4][CH2:5][CH:6]1[CH2:10][CH2:9][N:8]([C:11]2[CH:16]=[CH:15][C:14]([C:17]3[CH:22]=[CH:21][C:20]([O:23][CH2:24][CH2:25][O:26][CH2:27][CH2:28][CH2:29][CH3:30])=[CH:19][CH:18]=3)=[CH:13][C:12]=2/[CH:31]=[C:32](\[CH3:40])/[C:33]([OH:35])=[O:34])[CH2:7]1)(=[O:3])[CH3:2], predict the reactants needed to synthesize it. The reactants are: [C:1]([O:4][CH2:5][CH:6]1[CH2:10][CH2:9][N:8]([C:11]2[CH:16]=[CH:15][C:14]([C:17]3[CH:22]=[CH:21][C:20]([O:23][CH2:24][CH2:25][O:26][CH2:27][CH2:28][CH2:29][CH3:30])=[CH:19][CH:18]=3)=[CH:13][C:12]=2/[CH:31]=[C:32](\[CH3:40])/[C:33]([O:35]C(C)(C)C)=[O:34])[CH2:7]1)(=[O:3])[CH3:2].Cl.C(OCC)(=O)C.O.